From a dataset of Full USPTO retrosynthesis dataset with 1.9M reactions from patents (1976-2016). Predict the reactants needed to synthesize the given product. (1) Given the product [CH3:6][S:7][C:8]1[N:9]=[C:19]([C@H:21]2[CH2:25][CH2:24][CH2:23][O:22]2)[C:14]([C:15]([O:17][CH3:18])=[O:16])=[CH:13][N:10]=1, predict the reactants needed to synthesize it. The reactants are: S(O)(O)(=O)=O.[CH3:6][S:7][C:8](=[NH:10])[NH2:9].CN(C)/[CH:13]=[C:14](/[C:19]([C@H:21]1[CH2:25][CH2:24][CH2:23][O:22]1)=O)\[C:15]([O:17][CH3:18])=[O:16].C([O-])(=O)C.[Na+].O. (2) Given the product [CH2:1]([N:3]1[C:11]2[C:6](=[CH:7][CH:8]=[C:9]([O:12][C:14]3[N:15]=[C:16]([OH:30])[C:17]4[CH:23]=[CH:22][N:21]=[C:20]([C:24]5[N:25]=[CH:26][N:27]([CH3:29])[CH:28]=5)[C:18]=4[N:19]=3)[CH:10]=2)[CH:5]=[N:4]1)[CH3:2], predict the reactants needed to synthesize it. The reactants are: [CH2:1]([N:3]1[C:11]2[C:6](=[CH:7][CH:8]=[C:9]([OH:12])[CH:10]=2)[CH:5]=[N:4]1)[CH3:2].Cl[C:14]1[N:15]=[C:16]([OH:30])[C:17]2[CH:23]=[CH:22][N:21]=[C:20]([C:24]3[N:25]=[CH:26][N:27]([CH3:29])[CH:28]=3)[C:18]=2[N:19]=1. (3) Given the product [CH:67]1([S:64]([NH:51][C:47]([C@@:5]23[CH2:46][C@H:4]2[CH2:3][C:2]([F:50])([F:1])[CH2:16][CH2:15][CH2:14][CH2:13][CH2:12][C@H:11]([NH:17][C:18]([C:20]2[CH:24]=[C:23]([CH3:25])[O:22][N:21]=2)=[O:19])[C:10](=[O:26])[N:9]2[CH2:27][C@H:28]([O:30][C:31]4[N:32]=[C:33]5[C:38](=[C:39]6[C:44]=4[CH:43]=[CH:42][CH:41]=[CH:40]6)[CH:37]=[CH:36][CH:35]=[CH:34]5)[CH2:29][C@H:8]2[C:7](=[O:45])[NH:6]3)=[O:48])(=[O:66])=[O:65])[CH2:69][CH2:68]1, predict the reactants needed to synthesize it. The reactants are: [F:1][C:2]1([F:50])[CH2:16][CH2:15][CH2:14][CH2:13][CH2:12][C@H:11]([NH:17][C:18]([C:20]2[CH:24]=[C:23]([CH3:25])[O:22][N:21]=2)=[O:19])[C:10](=[O:26])[N:9]2[CH2:27][C@H:28]([O:30][C:31]3[N:32]=[C:33]4[C:38](=[C:39]5[C:44]=3[CH:43]=[CH:42][CH:41]=[CH:40]5)[CH:37]=[CH:36][CH:35]=[CH:34]4)[CH2:29][C@H:8]2[C:7](=[O:45])[NH:6][C@:5]2([C:47](O)=[O:48])[CH2:46][C@H:4]2[CH2:3]1.[N:51]1(C(N2C=CN=C2)=O)C=CN=C1.C[S:64]([CH:67]1[CH2:69][CH2:68]1)(=[O:66])=[O:65].N1CCCN2CCCCCC=12. (4) Given the product [CH3:21][N:22]([CH3:36])[CH2:23][CH2:24][S:25]([NH:28][C:29]1[CH:35]=[CH:34][C:32]([NH:33]/[C:4](=[C:11]2\[C:12](=[O:20])[NH:13][C:14]3[C:19]\2=[CH:18][CH:17]=[CH:16][CH:15]=3)/[C:5]2[CH:6]=[CH:7][CH:8]=[CH:9][CH:10]=2)=[CH:31][CH:30]=1)(=[O:27])=[O:26], predict the reactants needed to synthesize it. The reactants are: C(O[C:4](=[C:11]1[C:19]2[C:14](=[CH:15][CH:16]=[CH:17][CH:18]=2)[NH:13][C:12]1=[O:20])[C:5]1[CH:10]=[CH:9][CH:8]=[CH:7][CH:6]=1)C.[CH3:21][N:22]([CH3:36])[CH2:23][CH2:24][S:25]([NH:28][C:29]1[CH:35]=[CH:34][C:32]([NH2:33])=[CH:31][CH:30]=1)(=[O:27])=[O:26]. (5) Given the product [CH2:10]([OH:25])[CH2:11][CH2:12][CH2:13][CH2:14][CH2:15][CH2:24][CH2:23][CH2:22][CH3:17], predict the reactants needed to synthesize it. The reactants are: CC1N=CC(C=C[C:10](=[O:25])[CH2:11][CH2:12][CH2:13][CH2:14][C:15]2[CH:24]=[CH:23][C:22]3CCCN[C:17]=3N=2)=CN=1. (6) Given the product [C:19]([O:23][C:24]([N:26]1[CH2:31][CH2:30][C@H:29]([NH:1][C:2]2[CH:7]=[CH:6][CH:5]=[C:4]([NH:8][C:9](=[O:18])[C:10]3[CH:15]=[CH:14][C:13]([F:16])=[CH:12][C:11]=3[Cl:17])[CH:3]=2)[CH2:28][C@@H:27]1[CH3:33])=[O:25])([CH3:22])([CH3:20])[CH3:21], predict the reactants needed to synthesize it. The reactants are: [NH2:1][C:2]1[CH:3]=[C:4]([NH:8][C:9](=[O:18])[C:10]2[CH:15]=[CH:14][C:13]([F:16])=[CH:12][C:11]=2[Cl:17])[CH:5]=[CH:6][CH:7]=1.[C:19]([O:23][C:24]([N:26]1[CH2:31][CH2:30][C:29](=O)[CH2:28][C@@H:27]1[CH3:33])=[O:25])([CH3:22])([CH3:21])[CH3:20].C(O)(=O)C.C(O[BH-](OC(=O)C)OC(=O)C)(=O)C.[Na+].